Dataset: Peptide-MHC class II binding affinity with 134,281 pairs from IEDB. Task: Regression. Given a peptide amino acid sequence and an MHC pseudo amino acid sequence, predict their binding affinity value. This is MHC class II binding data. (1) The peptide sequence is FIIDGPNTPECPSAS. The MHC is DRB1_0701 with pseudo-sequence DRB1_0701. The binding affinity (normalized) is 0.196. (2) The peptide sequence is SSYVCSGLVGDTPRK. The MHC is DRB1_0101 with pseudo-sequence DRB1_0101. The binding affinity (normalized) is 0.152. (3) The peptide sequence is RAATAGTTVYGAFAA. The MHC is HLA-DPA10103-DPB10401 with pseudo-sequence HLA-DPA10103-DPB10401. The binding affinity (normalized) is 0.221. (4) The binding affinity (normalized) is 0. The peptide sequence is DKWLDAKSTWYGKPT. The MHC is HLA-DQA10101-DQB10501 with pseudo-sequence HLA-DQA10101-DQB10501. (5) The peptide sequence is TVDFSLDPTFTIETITLPQD. The MHC is DRB1_0101 with pseudo-sequence DRB1_0101. The binding affinity (normalized) is 0.564. (6) The peptide sequence is RIFGRRSIPVNEALA. The MHC is DRB1_1101 with pseudo-sequence DRB1_1101. The binding affinity (normalized) is 0.396. (7) The peptide sequence is ASIIRLVGAVLAEQH. The MHC is HLA-DQA10501-DQB10201 with pseudo-sequence HLA-DQA10501-DQB10201. The binding affinity (normalized) is 0.432. (8) The MHC is DRB1_1101 with pseudo-sequence DRB1_1101. The binding affinity (normalized) is 0. The peptide sequence is AVGGVLLFLSVNVHA. (9) The binding affinity (normalized) is 0.155. The MHC is HLA-DQA10102-DQB10502 with pseudo-sequence HLA-DQA10102-DQB10502. The peptide sequence is GSCWAFSGVAATESA.